Dataset: Reaction yield outcomes from USPTO patents with 853,638 reactions. Task: Predict the reaction yield, written as a fraction of the theoretical maximum amount of product (1.0 means a 100% yield; for example, 0.34 means a 34% yield). (1) The reactants are O.NN.[C:4]([O:8][CH:9]([O:27][C:28]1[CH:29]=[C:30]([N+:72]([O-])=O)[CH:31]=[C:32]([O:53][CH2:54][CH2:55][CH2:56][CH2:57][CH2:58][CH2:59][CH2:60][CH2:61][CH2:62][CH2:63][CH2:64][CH2:65][CH2:66][CH2:67][CH2:68][CH2:69][CH2:70][CH3:71])[C:33]=1[O:34][CH2:35][CH2:36][CH2:37][CH2:38][CH2:39][CH2:40][CH2:41][CH2:42][CH2:43][CH2:44][CH2:45][CH2:46][CH2:47][CH2:48][CH2:49][CH2:50][CH2:51][CH3:52])[CH2:10][CH2:11][CH2:12][CH2:13][CH2:14][CH2:15][CH2:16][CH2:17][CH2:18][CH2:19][CH2:20][CH2:21][CH2:22][CH2:23][CH2:24][CH2:25][CH3:26])(=[O:7])[CH:5]=[CH2:6]. The catalyst is C(O)C. The product is [C:4]([O:8][CH:9]([O:27][C:28]1[CH:29]=[C:30]([CH:31]=[C:32]([O:53][CH2:54][CH2:55][CH2:56][CH2:57][CH2:58][CH2:59][CH2:60][CH2:61][CH2:62][CH2:63][CH2:64][CH2:65][CH2:66][CH2:67][CH2:68][CH2:69][CH2:70][CH3:71])[C:33]=1[O:34][CH2:35][CH2:36][CH2:37][CH2:38][CH2:39][CH2:40][CH2:41][CH2:42][CH2:43][CH2:44][CH2:45][CH2:46][CH2:47][CH2:48][CH2:49][CH2:50][CH2:51][CH3:52])[NH2:72])[CH2:10][CH2:11][CH2:12][CH2:13][CH2:14][CH2:15][CH2:16][CH2:17][CH2:18][CH2:19][CH2:20][CH2:21][CH2:22][CH2:23][CH2:24][CH2:25][CH3:26])(=[O:7])[CH:5]=[CH2:6]. The yield is 0.710. (2) The reactants are FC(F)(F)S(O[C:7]1[CH:12]=[CH:11][C:10]([N:13]2[CH:18]=[C:17]([O:19][CH3:20])[C:16](=[O:21])[C:15]([C:22]3[N:26]([C:27]4[CH:32]=[CH:31][CH:30]=[CH:29][CH:28]=4)[N:25]=[CH:24][CH:23]=3)=[N:14]2)=[C:9]([F:33])[CH:8]=1)(=O)=O.[O:36]1[CH2:41][CH:40]=[C:39](B2OC(C)(C)C(C)(C)O2)[CH2:38][CH2:37]1.C([O-])([O-])=O.[Na+].[Na+].COCCOC. The catalyst is C1C=CC([P]([Pd]([P](C2C=CC=CC=2)(C2C=CC=CC=2)C2C=CC=CC=2)([P](C2C=CC=CC=2)(C2C=CC=CC=2)C2C=CC=CC=2)[P](C2C=CC=CC=2)(C2C=CC=CC=2)C2C=CC=CC=2)(C2C=CC=CC=2)C2C=CC=CC=2)=CC=1.O. The product is [O:36]1[CH2:37][CH:38]=[C:39]([C:7]2[CH:12]=[CH:11][C:10]([N:13]3[CH:18]=[C:17]([O:19][CH3:20])[C:16](=[O:21])[C:15]([C:22]4[N:26]([C:27]5[CH:32]=[CH:31][CH:30]=[CH:29][CH:28]=5)[N:25]=[CH:24][CH:23]=4)=[N:14]3)=[C:9]([F:33])[CH:8]=2)[CH2:40][CH2:41]1. The yield is 0.910.